This data is from Forward reaction prediction with 1.9M reactions from USPTO patents (1976-2016). The task is: Predict the product of the given reaction. Given the reactants O.[C:2]1(C)[CH:7]=CC(S(O)(=O)=O)=C[CH:3]=1.[Br:13][CH2:14][C:15]([CH2:20][Br:21])([CH2:18][OH:19])[CH2:16][OH:17], predict the reaction product. The product is: [Br:13][CH2:14][C:15]1([CH2:20][Br:21])[CH2:18][O:19][C:2]([CH3:7])([CH3:3])[O:17][CH2:16]1.